Task: Predict the reaction yield, written as a fraction of the theoretical maximum amount of product (1.0 means a 100% yield; for example, 0.34 means a 34% yield).. Dataset: Reaction yield outcomes from USPTO patents with 853,638 reactions (1) The reactants are [NH:1]1[CH2:6][CH2:5][CH2:4][CH2:3][CH2:2]1.C(=O)([O-])[O-].[K+].[K+].[Cl:13][CH2:14][CH2:15][CH2:16][CH2:17]Br. No catalyst specified. The product is [Cl:13][CH2:14][CH2:15][CH2:16][CH2:17][N:1]1[CH2:6][CH2:5][CH2:4][CH2:3][CH2:2]1. The yield is 0.560. (2) The reactants are [CH2:1]([O:3][C:4]([C@@:6]1([CH3:12])[CH2:11][CH2:10][CH2:9][NH:8][CH2:7]1)=[O:5])[CH3:2].[O:13]1[C:18]2[CH:19]=[CH:20][CH:21]=[CH:22][C:17]=2[O:16][CH2:15][C@@H:14]1[CH2:23]OS(C1C=CC(C)=CC=1)(=O)=O.C(=O)([O-])[O-].[K+].[K+].CN(C)C=O. The catalyst is O. The product is [CH2:1]([O:3][C:4]([C@@:6]1([CH3:12])[CH2:11][CH2:10][CH2:9][N:8]([CH2:23][C@@H:14]2[O:13][C:18]3[CH:19]=[CH:20][CH:21]=[CH:22][C:17]=3[O:16][CH2:15]2)[CH2:7]1)=[O:5])[CH3:2]. The yield is 0.760. (3) The reactants are [Br:1][C:2]1[C:3]([CH3:16])=[C:4]([C:9]([O:12][CH2:13][CH2:14][OH:15])=[CH:10][CH:11]=1)[C:5]([O:7][CH3:8])=[O:6].CC(OI1(OC(C)=O)(OC(C)=O)OC(=O)C2C=CC=CC1=2)=O. The catalyst is C(Cl)Cl. The product is [Br:1][C:2]1[C:3]([CH3:16])=[C:4]([C:9]([O:12][CH2:13][CH:14]=[O:15])=[CH:10][CH:11]=1)[C:5]([O:7][CH3:8])=[O:6]. The yield is 0.900. (4) The reactants are Cl[C:2]1[CH:7]=[C:6]([Cl:8])[N:5]=[C:4]([NH2:9])[N:3]=1.[CH2:10]1[C:18]2[C:13](=[CH:14][CH:15]=[CH:16][CH:17]=2)[CH2:12][NH:11]1.C(N(CC)CC)C. The catalyst is CCO. The product is [Cl:8][C:6]1[CH:7]=[C:2]([N:11]2[CH2:12][C:13]3[C:18](=[CH:17][CH:16]=[CH:15][CH:14]=3)[CH2:10]2)[N:3]=[C:4]([NH2:9])[N:5]=1. The yield is 0.930. (5) The reactants are [C:1]([O:5][C:6]([O:8][C@@H:9]1[C@@H:13]([CH2:14][O:15][C:16]([O:18][C:19]([CH3:22])([CH3:21])[CH3:20])=[O:17])[O:12][C@@H:11]([N:23]2[CH:28]=[C:27]([C:29]#[CH:30])[C:26](=[O:31])[N:25]([C:32]([O:34][C:35]([CH3:38])([CH3:37])[CH3:36])=[O:33])[C:24]2=[O:39])[CH2:10]1)=[O:7])([CH3:4])([CH3:3])[CH3:2].[N:40]([CH:43](O)[CH3:44])=[N+:41]=[N-:42].C[OH:47]. The catalyst is C([O-])(=O)C.[Cu+]. The product is [C:1]([O:5][C:6]([O:8][C@@H:9]1[C@@H:13]([CH2:14][O:15][C:16]([O:18][C:19]([CH3:22])([CH3:21])[CH3:20])=[O:17])[O:12][C@@H:11]([N:23]2[CH:28]=[C:27]([C:29]3[N:42]=[N:41][N:40]([CH2:43][CH2:44][OH:47])[CH:30]=3)[C:26](=[O:31])[N:25]([C:32]([O:34][C:35]([CH3:38])([CH3:37])[CH3:36])=[O:33])[C:24]2=[O:39])[CH2:10]1)=[O:7])([CH3:2])([CH3:3])[CH3:4]. The yield is 0.620. (6) The reactants are Cl.[CH3:2][NH:3][C:4]1([C:9]([O:11][CH3:12])=[O:10])[CH2:8][CH2:7][CH2:6][CH2:5]1.C(O)(=O)C.[N:17]([O-])=O.[Na+].[F:21][C:22]1[C:29]([F:30])=[C:28]([O:31][CH2:32][CH2:33][N:34]2[CH2:39][CH2:38][O:37][CH2:36][CH2:35]2)[CH:27]=[CH:26][C:23]=1[CH:24]=O. The catalyst is O.[Zn].CO. The product is [F:21][C:22]1[C:29]([F:30])=[C:28]([O:31][CH2:32][CH2:33][N:34]2[CH2:39][CH2:38][O:37][CH2:36][CH2:35]2)[CH:27]=[CH:26][C:23]=1[CH:24]=[N:17][N:3]([CH3:2])[C:4]1([C:9]([O:11][CH3:12])=[O:10])[CH2:8][CH2:7][CH2:6][CH2:5]1. The yield is 0.800. (7) The reactants are C(N(CC)CC)C.[OH:8][C:9]1[C:19]2[CH2:18][CH2:17][N:16]([C:20](=[O:25])[C:21]([F:24])([F:23])[F:22])[CH2:15][CH2:14][C:13]=2[CH:12]=[CH:11][C:10]=1[I:26].[F:27][C:28]([F:41])([F:40])[S:29](O[S:29]([C:28]([F:41])([F:40])[F:27])(=[O:31])=[O:30])(=[O:31])=[O:30]. The catalyst is C(Cl)Cl. The product is [I:26][C:10]1[CH:11]=[CH:12][C:13]2[CH2:14][CH2:15][N:16]([C:20](=[O:25])[C:21]([F:24])([F:22])[F:23])[CH2:17][CH2:18][C:19]=2[C:9]=1[O:8][S:29]([C:28]([F:41])([F:40])[F:27])(=[O:31])=[O:30]. The yield is 0.980.